This data is from Forward reaction prediction with 1.9M reactions from USPTO patents (1976-2016). The task is: Predict the product of the given reaction. (1) Given the reactants Cl.[N:2]1[CH:7]=[CH:6][CH:5]=[CH:4][C:3]=1[CH2:8][C:9]([OH:11])=O.[Cl:12][C:13]1[CH:18]=[CH:17][C:16]([C:19]2[C:20]([NH2:28])=[N:21][N:22]3[CH:27]=[CH:26][CH:25]=[N:24][C:23]=23)=[CH:15][CH:14]=1, predict the reaction product. The product is: [Cl:12][C:13]1[CH:18]=[CH:17][C:16]([C:19]2[C:20]([NH:28][C:9](=[O:11])[CH2:8][C:3]3[CH:4]=[CH:5][CH:6]=[CH:7][N:2]=3)=[N:21][N:22]3[CH:27]=[CH:26][CH:25]=[N:24][C:23]=23)=[CH:15][CH:14]=1. (2) Given the reactants [B:10]1([B:10]2[O:14][C:13]([CH3:16])([CH3:15])[C:12]([CH3:18])([CH3:17])[O:11]2)[O:14][C:13]([CH3:16])([CH3:15])[C:12]([CH3:18])([CH3:17])[O:11]1.Br[C:20]1[CH:39]=[CH:38][C:23]([CH2:24][N:25]2[CH2:29][C:28]3[CH:30]=[C:31]([C:33]([CH3:36])([CH3:35])[CH3:34])[S:32][C:27]=3[C:26]2=[O:37])=[C:22]([F:40])[CH:21]=1.C([O-])(=O)C.[K+], predict the reaction product. The product is: [C:33]([C:31]1[S:32][C:27]2[C:26](=[O:37])[N:25]([CH2:24][C:23]3[CH:38]=[CH:39][C:20]([B:10]4[O:11][C:12]([CH3:17])([CH3:18])[C:13]([CH3:15])([CH3:16])[O:14]4)=[CH:21][C:22]=3[F:40])[CH2:29][C:28]=2[CH:30]=1)([CH3:36])([CH3:34])[CH3:35]. (3) The product is: [Cl:25][C:11]1[CH:12]=[C:13]([NH:16][C:17]2[CH:22]=[CH:21][C:20]([F:23])=[CH:19][C:18]=2[F:24])[CH:14]=[CH:15][C:10]=1[C:8]([C:6]1[CH:7]=[C:2]([NH:1][C:36]([NH:35][CH2:34][CH2:33][C:27]2[CH:32]=[CH:31][CH:30]=[CH:29][CH:28]=2)=[O:37])[CH:3]=[CH:4][C:5]=1[CH3:26])=[O:9]. Given the reactants [NH2:1][C:2]1[CH:3]=[CH:4][C:5]([CH3:26])=[C:6]([C:8]([C:10]2[CH:15]=[CH:14][C:13]([NH:16][C:17]3[CH:22]=[CH:21][C:20]([F:23])=[CH:19][C:18]=3[F:24])=[CH:12][C:11]=2[Cl:25])=[O:9])[CH:7]=1.[C:27]1([CH2:33][CH2:34][N:35]=[C:36]=[O:37])[CH:32]=[CH:31][CH:30]=[CH:29][CH:28]=1, predict the reaction product. (4) Given the reactants [CH2:1]([O:8][C:9]1[CH:13]=[C:12]([CH2:14][CH2:15][C:16]([O:18]CC)=[O:17])[N:11]([CH2:21][C:22]2[CH:27]=[CH:26][C:25]([Cl:28])=[CH:24][C:23]=2[Cl:29])[N:10]=1)[C:2]1[CH:7]=[CH:6][CH:5]=[CH:4][CH:3]=1.[OH-].[Na+].O1CCCC1, predict the reaction product. The product is: [CH2:1]([O:8][C:9]1[CH:13]=[C:12]([CH2:14][CH2:15][C:16]([OH:18])=[O:17])[N:11]([CH2:21][C:22]2[CH:27]=[CH:26][C:25]([Cl:28])=[CH:24][C:23]=2[Cl:29])[N:10]=1)[C:2]1[CH:3]=[CH:4][CH:5]=[CH:6][CH:7]=1. (5) Given the reactants [CH2:1]([O:4][CH3:5])[C:2]#[CH:3].C([Li])CCC.CCCCCC.[CH3:17][N:18]([CH3:32])[C:19]1([C:26]2[CH:31]=[CH:30][CH:29]=[CH:28][CH:27]=2)[CH2:24][CH2:23][C:22](=[O:25])[CH2:21][CH2:20]1.[Br-].[Li+].[CH2:35](Br)[C:36]1[CH:41]=[CH:40][CH:39]=[CH:38][CH:37]=1, predict the reaction product. The product is: [CH2:35]([O:25][C:22]1([C:3]#[C:2][CH2:1][O:4][CH3:5])[CH2:23][CH2:24][C:19]([N:18]([CH3:32])[CH3:17])([C:26]2[CH:27]=[CH:28][CH:29]=[CH:30][CH:31]=2)[CH2:20][CH2:21]1)[C:36]1[CH:41]=[CH:40][CH:39]=[CH:38][CH:37]=1. (6) Given the reactants C[O:2][CH:3](OC)[CH2:4][N:5]([CH3:19])[C:6](=[O:18])[CH2:7][CH2:8][O:9][CH2:10][CH2:11][C:12]1[CH:17]=[CH:16][CH:15]=[CH:14][CH:13]=1.Cl, predict the reaction product. The product is: [CH3:19][N:5]([CH2:4][CH:3]=[O:2])[C:6](=[O:18])[CH2:7][CH2:8][O:9][CH2:10][CH2:11][C:12]1[CH:17]=[CH:16][CH:15]=[CH:14][CH:13]=1. (7) The product is: [N+:31]([C:28]1[CH:29]=[CH:30][C:25]([CH2:24][O:23][C:21]([N:18]2[CH2:19][CH2:20][C@H:16]([NH:15][C:14]([C:12]3[N:13]=[C:9]([N:7]4[CH2:6][CH:5]([S:4][C:1]5[C@H:89]([CH3:95])[C@@H:87]6[C@@H:88]([C@H:35]([OH:38])[CH3:36])[C:90](=[O:93])[N:84]6[C:2]=5[C:61]([O:63][CH2:64][C:65]5[CH:66]=[CH:67][C:68]([N+:71]([O-:73])=[O:72])=[CH:69][CH:70]=5)=[O:62])[CH2:8]4)[O:10][CH:11]=3)=[O:34])[CH2:17]2)=[O:22])=[CH:26][CH:27]=1)([O-:33])=[O:32]. Given the reactants [C:1]([S:4][CH:5]1[CH2:8][N:7]([C:9]2[O:10][CH:11]=[C:12]([C:14](=[O:34])[NH:15][C@H:16]3[CH2:20][CH2:19][N:18]([C:21]([O:23][CH2:24][C:25]4[CH:30]=[CH:29][C:28]([N+:31]([O-:33])=[O:32])=[CH:27][CH:26]=4)=[O:22])[CH2:17]3)[N:13]=2)[CH2:6]1)(=O)[CH3:2].[C:35]([OH:38])(=O)[CH3:36].NN.C1(P(OC2[C@H](C)[C@H]3[C@@H]([C@H](O)C)C(=O)N3C=2[C:61]([O:63][CH2:64][C:65]2[CH:70]=[CH:69][C:68]([N+:71]([O-:73])=[O:72])=[CH:67][CH:66]=2)=[O:62])(C2C=CC=CC=2)=O)C=CC=CC=1.C([N:84]([CH:87]([CH3:89])[CH3:88])CC)(C)C.[C:90](=[O:93])([O-])O.[Na+].[CH3:95]N(C)C=O, predict the reaction product. (8) Given the reactants [N:1]1([CH2:6][CH2:7][CH2:8][O:9][C:10]2[CH:15]=[CH:14][C:13]([C:16]3([CH2:22][NH2:23])[CH2:21][CH2:20][O:19][CH2:18][CH2:17]3)=[CH:12][CH:11]=2)[CH2:5][CH2:4][CH2:3][CH2:2]1.C(N(CC)CC)C.[F:31][C:32]1[CH:37]=[CH:36][CH:35]=[CH:34][C:33]=1[S:38](Cl)(=[O:40])=[O:39], predict the reaction product. The product is: [F:31][C:32]1[CH:37]=[CH:36][CH:35]=[CH:34][C:33]=1[S:38]([NH:23][CH2:22][C:16]1([C:13]2[CH:14]=[CH:15][C:10]([O:9][CH2:8][CH2:7][CH2:6][N:1]3[CH2:5][CH2:4][CH2:3][CH2:2]3)=[CH:11][CH:12]=2)[CH2:17][CH2:18][O:19][CH2:20][CH2:21]1)(=[O:40])=[O:39].